This data is from Full USPTO retrosynthesis dataset with 1.9M reactions from patents (1976-2016). The task is: Predict the reactants needed to synthesize the given product. (1) Given the product [CH3:28][O:27][C:24]1[N:23]=[CH:22][C:21]([CH2:20][NH:19][C:18]2[C:13]3[CH:12]=[C:11]([C:8]4[CH:7]=[CH:6][C:5]([CH2:4][OH:3])=[CH:10][CH:9]=4)[NH:29][C:14]=3[N:15]=[CH:16][N:17]=2)=[CH:26][CH:25]=1, predict the reactants needed to synthesize it. The reactants are: C([O:3][C:4](=O)[C:5]1[CH:10]=[CH:9][C:8]([C:11]2[NH:29][C:14]3[N:15]=[CH:16][N:17]=[C:18]([NH:19][CH2:20][C:21]4[CH:22]=[N:23][C:24]([O:27][CH3:28])=[CH:25][CH:26]=4)[C:13]=3[CH:12]=2)=[CH:7][CH:6]=1)C.[H-].C([Al+]CC(C)C)C(C)C.[NH4+].[Cl-].[O-]S([O-])(=O)=O.[Na+].[Na+]. (2) Given the product [OH:50][NH:51][C:31]([CH:18]1[C:19]2[C:26]3[CH:27]=[CH:28][CH:29]=[CH:30][C:25]=3[S:24][C:20]=2[CH:21]([OH:23])[CH2:22][N:17]1[S:14]([C:11]1[CH:12]=[CH:13][C:8]([C:5]2[CH:6]=[CH:7][C:2]([Cl:1])=[CH:3][CH:4]=2)=[CH:9][CH:10]=1)(=[O:16])=[O:15])=[O:33], predict the reactants needed to synthesize it. The reactants are: [Cl:1][C:2]1[CH:7]=[CH:6][C:5]([C:8]2[CH:13]=[CH:12][C:11]([S:14]([N:17]3[CH2:22][CH:21]([OH:23])[C:20]4[S:24][C:25]5[CH:30]=[CH:29][CH:28]=[CH:27][C:26]=5[C:19]=4[CH:18]3[C:31]([OH:33])=O)(=[O:16])=[O:15])=[CH:10][CH:9]=2)=[CH:4][CH:3]=1.ClC(OCC)=O.C(N1CCOCC1)C.C[Si](C)(C)[O:50][NH2:51].